This data is from Reaction yield outcomes from USPTO patents with 853,638 reactions. The task is: Predict the reaction yield, written as a fraction of the theoretical maximum amount of product (1.0 means a 100% yield; for example, 0.34 means a 34% yield). (1) The reactants are [Cl-].O[NH3+:3].[C:4](=[O:7])([O-])[OH:5].[Na+].CS(C)=O.[F:13][C:14]1[CH:15]=[C:16]([N:22]2[C:27](=[O:28])[C:26]([CH2:29][C:30]3[CH:35]=[CH:34][C:33]([C:36]4[C:37]([C:42]#[N:43])=[CH:38][CH:39]=[CH:40][CH:41]=4)=[CH:32][CH:31]=3)=[C:25]([CH2:44][CH2:45][CH3:46])[N:24]=[C:23]2[CH3:47])[CH:17]=[CH:18][C:19]=1[O:20][CH3:21]. The catalyst is O.C(OCC)(=O)C. The product is [F:13][C:14]1[CH:15]=[C:16]([N:22]2[C:27](=[O:28])[C:26]([CH2:29][C:30]3[CH:35]=[CH:34][C:33]([C:36]4[CH:41]=[CH:40][CH:39]=[CH:38][C:37]=4[C:42]4[NH:3][C:4](=[O:7])[O:5][N:43]=4)=[CH:32][CH:31]=3)=[C:25]([CH2:44][CH2:45][CH3:46])[N:24]=[C:23]2[CH3:47])[CH:17]=[CH:18][C:19]=1[O:20][CH3:21]. The yield is 0.740. (2) The reactants are [F:1][C:2]1[CH:3]=[C:4]2[C:8](=[CH:9][CH:10]=1)[NH:7][C:6]([C:11]1[N:15]=[C:14]([CH3:16])[O:13][N:12]=1)=[CH:5]2.C(#N)C.[B-](F)(F)(F)[F:21].[B-](F)(F)(F)F.C1[N+]2(CCl)CC[N+](F)(CC2)C1. The catalyst is C(OCC)(=O)C. The product is [F:21][C:5]1[C:4]2[C:8](=[CH:9][CH:10]=[C:2]([F:1])[CH:3]=2)[NH:7][C:6]=1[C:11]1[N:15]=[C:14]([CH3:16])[O:13][N:12]=1. The yield is 0.329. (3) The reactants are [C:1]([O:5][C:6]([NH:8][C@@H:9]([CH3:22])[C:10]([NH:12][N:13]1[CH:17]=[CH:16][CH:15]=[C:14]1[C:18]([O:20]C)=O)=[O:11])=[O:7])([CH3:4])([CH3:3])[CH3:2].[CH3:23][C:24]1[O:28][N:27]=[C:26]([CH2:29][NH2:30])[CH:25]=1. No catalyst specified. The product is [CH3:23][C:24]1[O:28][N:27]=[C:26]([CH2:29][NH:30][C:18]([C:14]2[N:13]([NH:12][C:10](=[O:11])[C@@H:9]([NH:8][C:6](=[O:7])[O:5][C:1]([CH3:2])([CH3:3])[CH3:4])[CH3:22])[CH:17]=[CH:16][CH:15]=2)=[O:20])[CH:25]=1. The yield is 0.630.